This data is from Serine/threonine kinase 33 screen with 319,792 compounds. The task is: Binary Classification. Given a drug SMILES string, predict its activity (active/inactive) in a high-throughput screening assay against a specified biological target. (1) The result is 0 (inactive). The molecule is Fc1c(Cn2nc(c(NC(=O)c3n(nc(c3[N+]([O-])=O)C)C)c2C)C)c(F)c(F)c(F)c1F. (2) The molecule is s1c(NC(NC(=O)CC)(C(F)(F)F)C(OC)=O)nc2c1cc(OCC)cc2. The result is 0 (inactive). (3) The compound is O1CCN(CC1)c1c(OCC)cc(NC(=O)c2cc([N+]([O-])=O)c(n3ccnc3)cc2)c(OCC)c1. The result is 0 (inactive). (4) The result is 0 (inactive). The compound is S(=O)(=O)(N1CCN(CC1)C(=O)COC(=O)/C=C\c1cc(OC)c(O)cc1)c1c(cc(cc1)C)C. (5) The compound is Clc1ccc(OC(C(=O)NC(CCSC)c2[nH]c3c(n2)cccc3)(C)C)cc1. The result is 0 (inactive). (6) The compound is S=C(N(C1CC(=O)N(C1=O)c1ccc(OC)cc1)CCc1ccc(S(=O)(=O)N)cc1)Nc1ccccc1. The result is 0 (inactive).